Dataset: Catalyst prediction with 721,799 reactions and 888 catalyst types from USPTO. Task: Predict which catalyst facilitates the given reaction. (1) The catalyst class is: 84. Reactant: [F:1][C:2]1[CH:7]=[CH:6][C:5]([F:8])=[CH:4][C:3]=1[CH2:9][C:10]([N:12]1[C:20]2[C:15](=[CH:16][C:17]([C:21]3[C:25]4[C:26]([NH2:31])=[N:27][CH:28]=[C:29](I)[C:24]=4[S:23][CH:22]=3)=[CH:18][CH:19]=2)[CH2:14][CH2:13]1)=[O:11].[N:32]1[CH:37]=[CH:36][CH:35]=[C:34](B(O)O)[CH:33]=1.C(=O)([O-])[O-].[Na+].[Na+].O1CCOCC1. Product: [F:1][C:2]1[CH:7]=[CH:6][C:5]([F:8])=[CH:4][C:3]=1[CH2:9][C:10]([N:12]1[C:20]2[C:15](=[CH:16][C:17]([C:21]3[C:25]4[C:26]([NH2:31])=[N:27][CH:28]=[C:29]([C:34]5[CH:33]=[N:32][CH:37]=[CH:36][CH:35]=5)[C:24]=4[S:23][CH:22]=3)=[CH:18][CH:19]=2)[CH2:14][CH2:13]1)=[O:11]. (2) Reactant: [F-:1].[K+].[N+:3]([C:6]1[CH:19]=[CH:18][CH:17]=[C:16]([N+]([O-])=O)[C:7]=1[C:8]([NH:10][C@H:11]([CH3:15])[C:12]([OH:14])=[O:13])=[O:9])([O-:5])=[O:4].C1OCCOCCOCCOCCOCCOC1. Product: [F:1][C:16]1[CH:17]=[CH:18][CH:19]=[C:6]([N+:3]([O-:5])=[O:4])[C:7]=1[C:8]([NH:10][C@H:11]([CH3:15])[C:12]([OH:14])=[O:13])=[O:9]. The catalyst class is: 16. (3) Reactant: C[O:2][C:3](=[O:43])[C:4]([NH:36][C:37]1[CH:42]=[CH:41][CH:40]=[CH:39][CH:38]=1)(C(=O)C1C=CC=CC=1)[CH2:5][C:6]1[CH:11]=[CH:10][C:9]([O:12][CH2:13][CH:14]=[CH:15][C:16]2[CH:21]=[CH:20][C:19]([C:22]3[CH:27]=[CH:26][CH:25]=[CH:24][CH:23]=3)=[CH:18][CH:17]=2)=[CH:8][CH:7]=1.[OH-].[Na+].[CH2:46]([OH:48])[CH3:47]. Product: [C:46]([C:42]1[CH:41]=[CH:40][CH:39]=[CH:38][C:37]=1[NH:36][C@@H:4]([CH2:5][C:6]1[CH:11]=[CH:10][C:9]([O:12][CH2:13]/[CH:14]=[CH:15]/[C:16]2[CH:17]=[CH:18][C:19]([C:22]3[CH:27]=[CH:26][CH:25]=[CH:24][CH:23]=3)=[CH:20][CH:21]=2)=[CH:8][CH:7]=1)[C:3]([OH:43])=[O:2])(=[O:48])[C:47]1[CH:7]=[CH:6][CH:5]=[CH:4][CH:3]=1. The catalyst class is: 1. (4) The catalyst class is: 229. Product: [CH2:14]([C:15]1[C:16]([Cl:17])=[C:8]([NH2:7])[CH:9]=[CH:10][C:3]=1[C:2]([NH2:4])=[O:25])[CH3:13]. Reactant: Cl.[CH2:2]([NH2:4])[CH3:3].[OH-].[Na+].[NH2:7][C:8]1[C:16]([Cl:17])=[CH:15][CH:14]=[CH:13][C:9]=1[C:10](O)=O.CN(C([O:25]N1N=NC2C=CC=CC1=2)=[N+](C)C)C.[B-](F)(F)(F)F.CCN(C(C)C)C(C)C. (5) Reactant: [CH3:1][N:2]1[CH2:5][CH:4]([OH:6])[CH2:3]1.[H-].[Na+].Br[C:10]1[CH:15]=[CH:14][C:13]([Br:16])=[CH:12][N:11]=1.C(OCC)(=O)C. Product: [Br:16][C:13]1[CH:14]=[CH:15][C:10]([O:6][CH:4]2[CH2:5][N:2]([CH3:1])[CH2:3]2)=[N:11][CH:12]=1. The catalyst class is: 20. (6) Reactant: Cl[C:2]1[N:3]=[N:4][C:5]([C:8]2[CH:13]=[CH:12][C:11]([N:14]3[CH:18]=[CH:17][CH:16]=[N:15]3)=[CH:10][C:9]=2[O:19][CH3:20])=[CH:6][CH:7]=1.[Si:21]([O:28][C@H:29]([C@H:31]1[NH:36][C:35]([CH3:38])([CH3:37])[CH2:34][CH:33]([OH:39])[CH2:32]1)[CH3:30])([C:24]([CH3:27])([CH3:26])[CH3:25])([CH3:23])[CH3:22].CC(C)([O-])C.[K+]. Product: [Si:21]([O:28][C@H:29]([C@H:31]1[NH:36][C:35]([CH3:38])([CH3:37])[CH2:34][CH:33]([O:39][C:2]2[N:3]=[N:4][C:5]([C:8]3[CH:13]=[CH:12][C:11]([N:14]4[CH:18]=[CH:17][CH:16]=[N:15]4)=[CH:10][C:9]=3[O:19][CH3:20])=[CH:6][CH:7]=2)[CH2:32]1)[CH3:30])([C:24]([CH3:27])([CH3:25])[CH3:26])([CH3:23])[CH3:22]. The catalyst class is: 3. (7) Reactant: [Cl:1][C:2]1[N:7]=[C:6]([CH3:8])[C:5]([I:9])=[CH:4][CH:3]=1.C1C(=O)N([Br:17])C(=O)C1.CC(N=NC(C#N)(C)C)(C#N)C. Product: [Br:17][CH2:8][C:6]1[C:5]([I:9])=[CH:4][CH:3]=[C:2]([Cl:1])[N:7]=1. The catalyst class is: 26. (8) Reactant: [OH:1][C:2]1[CH:3]=[C:4]([CH:7]=[CH:8][C:9]=1[N+:10]([O-:12])=[O:11])[CH:5]=[O:6].C(=O)([O-])[O-].[Cs+].[Cs+].I[CH:20]([CH3:22])[CH3:21]. The catalyst class is: 10. Product: [CH:20]([O:1][C:2]1[CH:3]=[C:4]([CH:7]=[CH:8][C:9]=1[N+:10]([O-:12])=[O:11])[CH:5]=[O:6])([CH3:22])[CH3:21]. (9) Reactant: [Na].Cl[CH:3]=[C:4]1[CH2:9][C:8]([CH3:11])([CH3:10])[CH2:7][CH2:6][C:5]1=O.[Li+].[OH-].C([O:17][C:18](=[O:21])[CH2:19][SH:20])C. Product: [CH3:10][C:8]1([CH3:11])[CH2:7][CH2:6][C:5]2=[C:19]([C:18]([OH:21])=[O:17])[S:20][CH:3]=[C:4]2[CH2:9]1. The catalyst class is: 301.